From a dataset of Experimentally validated miRNA-target interactions with 360,000+ pairs, plus equal number of negative samples. Binary Classification. Given a miRNA mature sequence and a target amino acid sequence, predict their likelihood of interaction. (1) The miRNA is mmu-miR-3085-5p with sequence AGGUGCCAUUCCGAGGGCCAAGAGU. The protein sequence of the target gene is MAAASPVCGSQASAVGASSPPAPAPAPAAGLGRCRMALLLAVALDVAGMAALLTGVFAQLQVRGRDFGDLLIYSGALLVFLSLLGWILWYTGNIEISRQELERDYGLRPSAIARLARKLSRRWSAPATASPRTTAGLRSARRANRAPQPSSSGSRRVRLQLATLEAGSVAAGTGSE. Result: 0 (no interaction). (2) The miRNA is hsa-miR-4329 with sequence CCUGAGACCCUAGUUCCAC. The protein sequence of the target gene is MGAPPGYRPSAWVHLLHQLPRADFQLRPVPSGFAPRDQEYQQALLLVAALAGLGLGLSLIFIAVYLIRFCCCRPPEPHGAKSPPPGGGCVTWSCIAALLVGCAGIGIGFYGNSETSDGVSQLSSALLHANHTLSTIDDVVLETVERLGEAVKTELTTLEEVLSVRMELVAATRGARRQAEAAAQYLQGLAFWQGVSLSPVQVAEDVTFVEEYRWLAYVLLLLLVLLVCLFTLLGLAKQSKWLVVVMTAMSLLVLVLSWGSMGLEAATAVGLSDFCSNPDTYVLNLTQEETGLSSDILSYY.... Result: 0 (no interaction). (3) Result: 1 (interaction). The protein sequence of the target gene is MGKQKKTRKYATMKRMLSLRDQRLKEKDRLKPKKKEKKDPSALKEREVPQHPSCLFFQYNTQLGPPYHILVDTNFINFSIKAKLDLVQSMMDCLYAKCIPCITDCVMAEIEKLGQKYRVALRIAKDPRFERLPCTHKGTYADDCLVQRVTQHKCYIVATVDRDLKRRIRKIPGVPIMYISNHRYNIERMPDDYGAPRF. The miRNA is hsa-miR-6515-3p with sequence UCUCUUCAUCUACCCCCCAG.